Dataset: Peptide-MHC class I binding affinity with 185,985 pairs from IEDB/IMGT. Task: Regression. Given a peptide amino acid sequence and an MHC pseudo amino acid sequence, predict their binding affinity value. This is MHC class I binding data. (1) The peptide sequence is AAFQNLANL. The MHC is H-2-Db with pseudo-sequence H-2-Db. The binding affinity (normalized) is 0.503. (2) The peptide sequence is PSDFFYLLF. The MHC is HLA-A26:01 with pseudo-sequence HLA-A26:01. The binding affinity (normalized) is 0.0847. (3) The peptide sequence is GIYCTVPFI. The MHC is HLA-A02:19 with pseudo-sequence HLA-A02:19. The binding affinity (normalized) is 0.403. (4) The MHC is HLA-A68:01 with pseudo-sequence HLA-A68:01. The binding affinity (normalized) is 0.725. The peptide sequence is NATFFIFNK. (5) The peptide sequence is LLNVQTLISL. The MHC is HLA-A02:03 with pseudo-sequence HLA-A02:03. The binding affinity (normalized) is 0.743. (6) The binding affinity (normalized) is 0.00231. The MHC is H-2-Ld with pseudo-sequence H-2-Ld. The peptide sequence is CSANNSHHYI. (7) The peptide sequence is LFCASDAKAY. The MHC is HLA-B08:01 with pseudo-sequence HLA-B08:01. The binding affinity (normalized) is 0.0279. (8) The peptide sequence is FYYEYFEL. The MHC is H-2-Kb with pseudo-sequence H-2-Kb. The binding affinity (normalized) is 0.218. (9) The peptide sequence is MLQGKKASVY. The MHC is HLA-A33:01 with pseudo-sequence HLA-A33:01. The binding affinity (normalized) is 0.193.